The task is: Predict the product of the given reaction.. This data is from Forward reaction prediction with 1.9M reactions from USPTO patents (1976-2016). Given the reactants [OH:1][CH2:2][C@@H:3]1[O:8][C:7]2[CH:9]=[CH:10][C:11]([N+:13]([O-])=O)=[CH:12][C:6]=2[N:5]([S:16]([C:19]2[CH:20]=[C:21]([CH:24]=[CH:25][CH:26]=2)[C:22]#[N:23])(=[O:18])=[O:17])[CH2:4]1.C([O-])=O.[NH4+], predict the reaction product. The product is: [NH2:13][C:11]1[CH:10]=[CH:9][C:7]2[O:8][C@@H:3]([CH2:2][OH:1])[CH2:4][N:5]([S:16]([C:19]3[CH:20]=[C:21]([CH:24]=[CH:25][CH:26]=3)[C:22]#[N:23])(=[O:18])=[O:17])[C:6]=2[CH:12]=1.